Dataset: Peptide-MHC class II binding affinity with 134,281 pairs from IEDB. Task: Regression. Given a peptide amino acid sequence and an MHC pseudo amino acid sequence, predict their binding affinity value. This is MHC class II binding data. (1) The peptide sequence is KSHFAIGLALYYPSA. The MHC is DRB1_0301 with pseudo-sequence DRB1_0301. The binding affinity (normalized) is 0.435. (2) The peptide sequence is KNIPQPVRALLEGFL. The MHC is DRB1_1101 with pseudo-sequence DRB1_1101. The binding affinity (normalized) is 0.160. (3) The peptide sequence is EKKYFAATQFEPLAR. The MHC is DRB1_1602 with pseudo-sequence DRB1_1602. The binding affinity (normalized) is 0.366. (4) The peptide sequence is LGALLLWMGINARDRSIA. The MHC is DRB1_1501 with pseudo-sequence DRB1_1501. The binding affinity (normalized) is 0.703.